This data is from Forward reaction prediction with 1.9M reactions from USPTO patents (1976-2016). The task is: Predict the product of the given reaction. (1) The product is: [CH:1]1[C:2]([CH2:10][C@@H:11]([NH2:28])[CH2:12][C:13]([N:15]2[CH2:27][C:19]3=[N:20][N:21]=[C:22]([C:23]([F:26])([F:25])[F:24])[N:18]3[CH2:17][CH2:16]2)=[O:14])=[C:3]([F:9])[CH:4]=[C:5]([F:8])[C:6]=1[F:7].[C:29]([O-:37])(=[O:36])[C@H:30]([CH2:32][C:33]([O-:35])=[O:34])[OH:31]. Given the reactants [CH:1]1[C:2]([CH2:10][C@@H:11]([NH2:28])[CH2:12][C:13]([N:15]2[CH2:27][C:19]3=[N:20][N:21]=[C:22]([C:23]([F:26])([F:25])[F:24])[N:18]3[CH2:17][CH2:16]2)=[O:14])=[C:3]([F:9])[CH:4]=[C:5]([F:8])[C:6]=1[F:7].[C:29]([OH:37])(=[O:36])[C@H:30]([CH2:32][C:33]([OH:35])=[O:34])[OH:31], predict the reaction product. (2) Given the reactants Br[C:2]1[CH:3]=[C:4]([C:9]2[N:14]=[C:13]([C:15]([NH2:17])=[O:16])[CH:12]=[CH:11][N:10]=2)[CH:5]=[C:6]([CH3:8])[CH:7]=1.[C:18]([C@:20]1([OH:27])[CH2:24][CH2:23][N:22]([CH3:25])[C:21]1=[O:26])#[CH:19], predict the reaction product. The product is: [OH:27][C@@:20]1([C:18]#[C:19][C:2]2[CH:3]=[C:4]([C:9]3[N:14]=[C:13]([C:15]([NH2:17])=[O:16])[CH:12]=[CH:11][N:10]=3)[CH:5]=[C:6]([CH3:8])[CH:7]=2)[CH2:24][CH2:23][N:22]([CH3:25])[C:21]1=[O:26].